This data is from Reaction yield outcomes from USPTO patents with 853,638 reactions. The task is: Predict the reaction yield, written as a fraction of the theoretical maximum amount of product (1.0 means a 100% yield; for example, 0.34 means a 34% yield). (1) The reactants are [NH:1]1[CH:5]=[CH:4][CH:3]=[N:2]1.[H-].[Na+].Br[CH2:9][C:10]1[CH:19]=[CH:18][C:13]([C:14]([O:16][CH3:17])=[O:15])=[CH:12][CH:11]=1. The catalyst is CN(C=O)C. The product is [N:1]1([CH2:9][C:10]2[CH:19]=[CH:18][C:13]([C:14]([O:16][CH3:17])=[O:15])=[CH:12][CH:11]=2)[CH:5]=[CH:4][CH:3]=[N:2]1. The yield is 0.920. (2) The reactants are [CH3:1][C:2]1[CH:15]=[CH:14][C:5]([C:6]([C:8]2[CH:13]=[CH:12][CH:11]=[CH:10][CH:9]=2)=O)=[CH:4][CH:3]=1. The catalyst is [Zn].Cl[Ti](Cl)(Cl)Cl. The yield is 0.560. The product is [C:8]1([C:6]([C:5]2[CH:4]=[CH:3][C:2]([CH3:1])=[CH:15][CH:14]=2)=[C:6]([C:8]2[CH:13]=[CH:12][CH:11]=[CH:10][CH:9]=2)[C:5]2[CH:14]=[CH:15][C:2]([CH3:1])=[CH:3][CH:4]=2)[CH:9]=[CH:10][CH:11]=[CH:12][CH:13]=1.